From a dataset of Catalyst prediction with 721,799 reactions and 888 catalyst types from USPTO. Predict which catalyst facilitates the given reaction. Reactant: [CH3:1][N:2]1[CH2:7][CH2:6][N:5]([C:8]([O:10][C@@H:11]2[N:20]([C:21]3[CH:22]=[CH:23][C:24]([Cl:27])=[CH:25][N:26]=3)[C:18](=[O:19])[C:13]3[N:14]=[CH:15][CH:16]=[N:17][C:12]2=3)=[O:9])[CH2:4][CH2:3]1.[C:28]([O-:36])(=[O:35])[CH:29]([CH2:31][C:32]([O-:34])=[O:33])[OH:30]. Product: [CH3:1][N:2]1[CH2:7][CH2:6][N:5]([C:8]([O:10][C@@H:11]2[N:20]([C:21]3[CH:22]=[CH:23][C:24]([Cl:27])=[CH:25][N:26]=3)[C:18](=[O:19])[C:13]3[N:14]=[CH:15][CH:16]=[N:17][C:12]2=3)=[O:9])[CH2:4][CH2:3]1.[C:28]([O-:36])(=[O:35])[CH:29]([CH2:31][C:32]([O-:34])=[O:33])[OH:30].[CH3:1][N:2]1[CH2:7][CH2:6][N:5]([C:8]([O:10][C@@H:11]2[N:20]([C:21]3[CH:22]=[CH:23][C:24]([Cl:27])=[CH:25][N:26]=3)[C:18](=[O:19])[C:13]3[N:14]=[CH:15][CH:16]=[N:17][C:12]2=3)=[O:9])[CH2:4][CH2:3]1. The catalyst class is: 6.